From a dataset of Full USPTO retrosynthesis dataset with 1.9M reactions from patents (1976-2016). Predict the reactants needed to synthesize the given product. (1) Given the product [CH:12]1([CH2:11][NH:10][C:6]2[C:7]([C:8]#[N:9])=[C:2]([N:28]3[CH2:29][CH2:30][CH:25]([C:19]4[CH:24]=[CH:23][CH:22]=[CH:21][CH:20]=4)[CH2:26][CH2:27]3)[N:3]=[C:4]([NH:15][CH2:16][CH2:17][OH:18])[N:5]=2)[CH2:14][CH2:13]1, predict the reactants needed to synthesize it. The reactants are: Cl[C:2]1[C:7]([C:8]#[N:9])=[C:6]([NH:10][CH2:11][CH:12]2[CH2:14][CH2:13]2)[N:5]=[C:4]([NH:15][CH2:16][CH2:17][OH:18])[N:3]=1.[C:19]1([CH:25]2[CH2:30][CH2:29][NH:28][CH2:27][CH2:26]2)[CH:24]=[CH:23][CH:22]=[CH:21][CH:20]=1.C(N(C(C)C)C(C)C)C. (2) Given the product [C:1]1([C:21]2[CH:26]=[CH:25][CH:24]=[CH:23][CH:22]=2)[CH:6]=[CH:5][CH:4]=[C:3]([NH:7][C:8](=[O:20])[CH2:9][CH2:10][CH2:11][CH2:12][CH2:13][NH:14][C:15](=[O:19])[CH2:16][CH2:17][S:35][CH2:34][C:31]2[CH:32]=[CH:33][C:28]([F:27])=[CH:29][CH:30]=2)[CH:2]=1, predict the reactants needed to synthesize it. The reactants are: [C:1]1([C:21]2[CH:26]=[CH:25][CH:24]=[CH:23][CH:22]=2)[CH:6]=[CH:5][CH:4]=[C:3]([NH:7][C:8](=[O:20])[CH2:9][CH2:10][CH2:11][CH2:12][CH2:13][NH:14][C:15](=[O:19])[CH2:16][CH2:17]Br)[CH:2]=1.[F:27][C:28]1[CH:33]=[CH:32][C:31]([CH2:34][SH:35])=[CH:30][CH:29]=1.C([O-])([O-])=O.[K+].[K+]. (3) The reactants are: [CH3:1][O:2][C:3]1[N:8]=[CH:7][C:6]([C:9]2[C:10]3[CH:17]=[C:16]([CH2:18][O:19][C:20]4[CH:25]=[CH:24][C:23]([C@@H:26]([C:33]#[C:34][CH3:35])[CH2:27][C:28]([O:30]CC)=[O:29])=[CH:22][CH:21]=4)[CH:15]=[CH:14][C:11]=3[S:12][CH:13]=2)=[C:5]([CH3:36])[CH:4]=1.[Li+].[OH-].Cl. Given the product [CH3:1][O:2][C:3]1[N:8]=[CH:7][C:6]([C:9]2[C:10]3[CH:17]=[C:16]([CH2:18][O:19][C:20]4[CH:25]=[CH:24][C:23]([C@@H:26]([C:33]#[C:34][CH3:35])[CH2:27][C:28]([OH:30])=[O:29])=[CH:22][CH:21]=4)[CH:15]=[CH:14][C:11]=3[S:12][CH:13]=2)=[C:5]([CH3:36])[CH:4]=1, predict the reactants needed to synthesize it. (4) Given the product [O:11]=[C:6]1[C:5]2[CH:12]=[CH:13][C:2]([NH:15][C:14](=[O:21])[O:16][C:17]([CH3:20])([CH3:19])[CH3:18])=[CH:3][C:4]=2[CH2:10][CH2:9][CH2:8][NH:7]1, predict the reactants needed to synthesize it. The reactants are: Br[C:2]1[CH:13]=[CH:12][C:5]2[C:6](=[O:11])[NH:7][CH2:8][CH2:9][CH2:10][C:4]=2[CH:3]=1.[C:14](=[O:21])([O:16][C:17]([CH3:20])([CH3:19])[CH3:18])[NH2:15].C([O-])([O-])=O.[Cs+].[Cs+].O. (5) Given the product [CH3:13][C:10]1[CH:11]=[CH:12][C:7]2[N:8]([C:4]([CH2:3][NH:27][C:22]3[N:23]=[CH:24][N:25]=[CH:26][N:21]=3)=[C:5]([C:14]3[CH:19]=[CH:18][C:17]([CH3:20])=[CH:16][CH:15]=3)[N:6]=2)[CH:9]=1, predict the reactants needed to synthesize it. The reactants are: Cl.Cl[CH2:3][C:4]1[N:8]2[CH:9]=[C:10]([CH3:13])[CH:11]=[CH:12][C:7]2=[N:6][C:5]=1[C:14]1[CH:19]=[CH:18][C:17]([CH3:20])=[CH:16][CH:15]=1.[N:21]1[CH:26]=[N:25][CH:24]=[N:23][C:22]=1[NH2:27]. (6) The reactants are: [CH3:1][O:2][C:3]1[CH:4]=[CH:5][C:6]([N+:10]([O-:12])=[O:11])=[C:7]([CH:9]=1)[NH2:8].[C:13](OC(=O)C)(=[O:15])[CH3:14]. Given the product [CH3:1][O:2][C:3]1[CH:4]=[CH:5][C:6]([N+:10]([O-:12])=[O:11])=[C:7]([NH:8][C:13](=[O:15])[CH3:14])[CH:9]=1, predict the reactants needed to synthesize it. (7) The reactants are: [Cl:1][C:2]1[CH:3]=[C:4]([CH:7]=[CH:8][CH:9]=1)[CH2:5][NH2:6].[C:10]([NH:18][C:19]1[S:20][C:21]([C:25](Cl)=[O:26])=[C:22]([CH3:24])[N:23]=1)(=[O:17])[C:11]1[CH:16]=[CH:15][CH:14]=[CH:13][CH:12]=1. Given the product [Cl:1][C:2]1[CH:3]=[C:4]([CH:7]=[CH:8][CH:9]=1)[CH2:5][NH:6][C:25]([C:21]1[S:20][C:19]([NH:18][C:10](=[O:17])[C:11]2[CH:12]=[CH:13][CH:14]=[CH:15][CH:16]=2)=[N:23][C:22]=1[CH3:24])=[O:26], predict the reactants needed to synthesize it. (8) The reactants are: NC1C=CC(C)=C([C:8]2[CH:9]=[C:10]3[C:15](=[CH:16][CH:17]=2)[N:14]=[C:13]([NH:18]C)[N:12]=[CH:11]3)C=1.CC1(C)C(C)(C)OB([C:29]2[CH:30]=[C:31]([NH2:39])[CH:32]=[CH:33][C:34]=2[C:35]([F:38])([F:37])[F:36])O1. Given the product [NH2:39][C:31]1[CH:32]=[CH:33][C:34]([C:35]([F:36])([F:37])[F:38])=[C:29]([C:8]2[CH:9]=[C:10]3[C:15](=[CH:16][CH:17]=2)[N:14]=[C:13]([NH2:18])[N:12]=[CH:11]3)[CH:30]=1, predict the reactants needed to synthesize it. (9) Given the product [NH2:10][C:11]1[N:20]=[C:19]([NH2:21])[C:18]2[C:13](=[CH:14][CH:15]=[CH:16][C:17]=2[NH:1][C:2]2[CH:7]=[CH:6][CH:5]=[CH:4][CH:3]=2)[N:12]=1, predict the reactants needed to synthesize it. The reactants are: [NH2:1][C:2]1[CH:7]=[CH:6][CH:5]=[CH:4][CH:3]=1.[H-].[Na+].[NH2:10][C:11]1[N:20]=[C:19]([NH2:21])[C:18]2[C:13](=[CH:14][CH:15]=[CH:16][C:17]=2F)[N:12]=1.